From a dataset of Reaction yield outcomes from USPTO patents with 853,638 reactions. Predict the reaction yield, written as a fraction of the theoretical maximum amount of product (1.0 means a 100% yield; for example, 0.34 means a 34% yield). The reactants are C([N:14]1[CH2:17][CH:16]([C:18]2[O:19][C:20]3[CH:27]=[CH:26][CH:25]=[CH:24][C:21]=3[C:22]=2[CH3:23])[CH2:15]1)(C1C=CC=CC=1)C1C=CC=CC=1.[Cl:28]C(OC(Cl)C)=O.CCO. The catalyst is C(Cl)Cl. The product is [ClH:28].[CH3:23][C:22]1[C:21]2[CH:24]=[CH:25][CH:26]=[CH:27][C:20]=2[O:19][C:18]=1[CH:16]1[CH2:15][NH:14][CH2:17]1. The yield is 0.620.